Dataset: HIV replication inhibition screening data with 41,000+ compounds from the AIDS Antiviral Screen. Task: Binary Classification. Given a drug SMILES string, predict its activity (active/inactive) in a high-throughput screening assay against a specified biological target. (1) The molecule is CCOC(=O)NP(=O)(NC(=O)NOC)NC(=O)NOC. The result is 0 (inactive). (2) The drug is COc1nc2c(nnn2C2OCC(O)C(O)C2O)c(=O)n1C. The result is 0 (inactive). (3) The drug is Clc1ccc2c(c1)Sc1ccc(Cl)cc1S2. The result is 0 (inactive). (4) The drug is COC(=O)C(CC(=O)c1cc2c(cc1I)OCO2)Cc1cc(OC)c(OC)c(OC)c1I. The result is 0 (inactive). (5) The molecule is CCCC(C)(C)SSC(C)(C)CCC. The result is 0 (inactive). (6) The result is 0 (inactive). The molecule is CC(=O)c1c2c(cc3c1CC1(Cc4cc5c(cc4C1=O)CCC5)C3)CCC2. (7) The compound is Cc1cccc(C)c1NC(=O)C(=O)C(C#N)c1ccccc1Cl. The result is 0 (inactive).